This data is from NCI-60 drug combinations with 297,098 pairs across 59 cell lines. The task is: Regression. Given two drug SMILES strings and cell line genomic features, predict the synergy score measuring deviation from expected non-interaction effect. Drug 1: CC1=C2C(C(=O)C3(C(CC4C(C3C(C(C2(C)C)(CC1OC(=O)C(C(C5=CC=CC=C5)NC(=O)OC(C)(C)C)O)O)OC(=O)C6=CC=CC=C6)(CO4)OC(=O)C)OC)C)OC. Drug 2: C1CC(=O)NC(=O)C1N2CC3=C(C2=O)C=CC=C3N. Cell line: HOP-62. Synergy scores: CSS=20.5, Synergy_ZIP=-0.973, Synergy_Bliss=-3.88, Synergy_Loewe=-14.4, Synergy_HSA=-1.11.